The task is: Regression. Given a peptide amino acid sequence and an MHC pseudo amino acid sequence, predict their binding affinity value. This is MHC class II binding data.. This data is from Peptide-MHC class II binding affinity with 134,281 pairs from IEDB. (1) The peptide sequence is VDFQKTMKVTGVTTQGVKSL. The MHC is DRB1_1101 with pseudo-sequence DRB1_1101. The binding affinity (normalized) is 0.227. (2) The peptide sequence is AAANAGTTVYGAFAA. The MHC is HLA-DQA10102-DQB10602 with pseudo-sequence HLA-DQA10102-DQB10602. The binding affinity (normalized) is 0.756. (3) The peptide sequence is IFSGNMNIKLKMPMY. The MHC is HLA-DPA10301-DPB10402 with pseudo-sequence HLA-DPA10301-DPB10402. The binding affinity (normalized) is 0.423. (4) The peptide sequence is LVGPFNFRFMSKGGM. The MHC is DRB1_1101 with pseudo-sequence DRB1_1101. The binding affinity (normalized) is 0.644. (5) The MHC is HLA-DQA10401-DQB10402 with pseudo-sequence HLA-DQA10401-DQB10402. The binding affinity (normalized) is 0.331. The peptide sequence is ENVKMEDVGYPIIID. (6) The peptide sequence is VIIHGLHLYGCSTSV. The MHC is HLA-DQA10401-DQB10402 with pseudo-sequence HLA-DQA10401-DQB10402. The binding affinity (normalized) is 0. (7) The peptide sequence is VLVIQSSEDYVENTEKALNV. The MHC is DRB1_1101 with pseudo-sequence DRB1_1101. The binding affinity (normalized) is 0.526. (8) The binding affinity (normalized) is 0.553. The peptide sequence is VAIKGPLRISASSAA. The MHC is HLA-DQA10201-DQB10402 with pseudo-sequence HLA-DQA10201-DQB10402.